From a dataset of Catalyst prediction with 721,799 reactions and 888 catalyst types from USPTO. Predict which catalyst facilitates the given reaction. (1) Reactant: [OH-].[Na+].[NH2:3][C:4]1[CH:8]=[CH:7][S:6][C:5]=1[C:9]([O-:11])=[O:10].Cl. Product: [NH2:3][C:4]1[CH:8]=[CH:7][S:6][C:5]=1[C:9]([OH:11])=[O:10]. The catalyst class is: 5. (2) Reactant: [CH3:1][O:2][C:3]([C:5]1[S:6][CH:7]=[CH:8][C:9]=1[NH2:10])=[O:4].[CH3:11][N:12]1[CH2:17][CH2:16][C:15](=O)[CH2:14][CH2:13]1.C(O[BH-](OC(=O)C)OC(=O)C)(=O)C.[Na+].C(O)(=O)C. Product: [CH3:1][O:2][C:3]([C:5]1[S:6][CH:7]=[CH:8][C:9]=1[NH:10][CH:15]1[CH2:16][CH2:17][N:12]([CH3:11])[CH2:13][CH2:14]1)=[O:4]. The catalyst class is: 68. (3) Reactant: [C:1]([O:7][C:8]1[CH:13]=[C:12]([O:14][CH2:15][CH2:16][O:17][CH3:18])[CH:11]=[C:10]([CH:19]=O)[CH:9]=1)(=[O:6])[C:2]([CH3:5])([CH3:4])[CH3:3].[BH4-].[Na+].CCN(C(C)C)C(C)C.CS([Cl:36])(=O)=O.[Cl-].[K+]. Product: [C:1]([O:7][C:8]1[CH:13]=[C:12]([O:14][CH2:15][CH2:16][O:17][CH3:18])[CH:11]=[C:10]([CH2:19][Cl:36])[CH:9]=1)(=[O:6])[C:2]([CH3:5])([CH3:4])[CH3:3]. The catalyst class is: 1. (4) Reactant: [F:1][C:2]([F:20])([F:19])[C:3]1[CH:4]=[C:5]([C:9]2[CH:17]=[CH:16][CH:15]=[C:14]3[C:10]=2[CH2:11][C:12](=[O:18])[NH:13]3)[CH:6]=[CH:7][CH:8]=1.[N:21]1([CH2:26][CH2:27][NH:28][C:29]([C:31]2[C:35]([CH3:36])=[C:34]([CH:37]=O)[NH:33][C:32]=2[CH3:39])=[O:30])[CH2:25][CH2:24][CH2:23][CH2:22]1. Product: [N:21]1([CH2:26][CH2:27][NH:28][C:29]([C:31]2[C:35]([CH3:36])=[C:34]([CH:37]=[C:11]3[C:10]4[C:14](=[CH:15][CH:16]=[CH:17][C:9]=4[C:5]4[CH:6]=[CH:7][CH:8]=[C:3]([C:2]([F:1])([F:19])[F:20])[CH:4]=4)[NH:13][C:12]3=[O:18])[NH:33][C:32]=2[CH3:39])=[O:30])[CH2:25][CH2:24][CH2:23][CH2:22]1. The catalyst class is: 360. (5) Reactant: [CH3:1][O:2][C:3]1[CH:10]=[CH:9][C:6]([CH2:7][NH2:8])=[CH:5][CH:4]=1.C([O-])([O-])=O.[K+].[K+].[Br:17][C:18]1[S:26][C:25]2[C:24]([C:27]#[N:28])=[CH:23][N:22]=[C:21](Cl)[C:20]=2[CH:19]=1. Product: [Br:17][C:18]1[S:26][C:25]2[C:24]([C:27]#[N:28])=[CH:23][N:22]=[C:21]([NH:8][CH2:7][C:6]3[CH:9]=[CH:10][C:3]([O:2][CH3:1])=[CH:4][CH:5]=3)[C:20]=2[CH:19]=1. The catalyst class is: 60. (6) Reactant: [OH-].[Na+].C[O:4][C:5]([C:7]1[CH:8]=[C:9](/[CH:13]=[CH:14]/[C:15]([NH:17][CH2:18][CH2:19][N:20]2[CH:24]=[CH:23][N:22]=[CH:21]2)=[O:16])[CH:10]=[CH:11][CH:12]=1)=[O:6].[ClH:25].Cl.O1CCOCC1. Product: [ClH:25].[C:5]([C:7]1[CH:8]=[C:9](/[CH:13]=[CH:14]/[C:15]([NH:17][CH2:18][CH2:19][N:20]2[CH:24]=[CH:23][N:22]=[CH:21]2)=[O:16])[CH:10]=[CH:11][CH:12]=1)([OH:6])=[O:4]. The catalyst class is: 5. (7) Reactant: [CH2:1]([O:3][C:4](=[O:19])[C:5](=[O:18])[CH2:6][C:7](=[O:17])/[CH:8]=[CH:9]/[C:10]1[CH:15]=[CH:14][C:13]([Cl:16])=[CH:12][CH:11]=1)C.OS(O)(=O)=O. Product: [CH3:1][O:3][C:4](=[O:19])[C:5](=[O:18])[CH2:6][C:7](=[O:17])/[CH:8]=[CH:9]/[C:10]1[CH:11]=[CH:12][C:13]([Cl:16])=[CH:14][CH:15]=1. The catalyst class is: 5. (8) Reactant: CO[C:3](=[O:14])[CH2:4][NH:5][C:6]([C:8]1[CH:9]=[N:10][CH:11]=[CH:12][CH:13]=1)=[O:7].[CH3:15][NH2:16].[K+].[Br-]. Product: [CH3:15][NH:16][C:3]([CH2:4][NH:5][C:6](=[O:7])[C:8]1[CH:13]=[CH:12][CH:11]=[N:10][CH:9]=1)=[O:14]. The catalyst class is: 8. (9) Reactant: [CH3:1][O:2][C:3]1[CH:8]=[CH:7][C:6]([O:9][C:10]([F:13])([F:12])[F:11])=[CH:5][C:4]=1B(O)O.Br[C:18]1[N:19]=[CH:20][C:21]([NH:25][CH2:26][C:27]2[CH:32]=[CH:31][C:30]([O:33][CH3:34])=[CH:29][CH:28]=2)=[N:22][C:23]=1[Cl:24]. Product: [CH3:1][O:2][C:3]1[CH:8]=[CH:7][C:6]([O:9][C:10]([F:13])([F:12])[F:11])=[CH:5][C:4]=1[C:20]1[C:21]([NH:25][CH2:26][C:27]2[CH:32]=[CH:31][C:30]([O:33][CH3:34])=[CH:29][CH:28]=2)=[N:22][C:23]([Cl:24])=[CH:18][N:19]=1. The catalyst class is: 535. (10) Reactant: [CH3:1][O:2][C:3](=[O:21])[C:4]1[CH:19]=[CH:18][C:7]([C:8]([O:10]CC2C=CC=CC=2)=[O:9])=[CH:6][C:5]=1[F:20]. Product: [CH3:1][O:2][C:3](=[O:21])[C:4]1[CH:19]=[CH:18][C:7]([C:8]([OH:10])=[O:9])=[CH:6][C:5]=1[F:20]. The catalyst class is: 579.